This data is from TCR-epitope binding with 47,182 pairs between 192 epitopes and 23,139 TCRs. The task is: Binary Classification. Given a T-cell receptor sequence (or CDR3 region) and an epitope sequence, predict whether binding occurs between them. (1) The epitope is SLVKPSFYV. The TCR CDR3 sequence is CASTLGGLPQHF. Result: 0 (the TCR does not bind to the epitope). (2) The epitope is KLPDDFTGCV. The TCR CDR3 sequence is CASSPDAVSSYNSPLHF. Result: 1 (the TCR binds to the epitope). (3) The epitope is VTIAEILLI. The TCR CDR3 sequence is CASSWSVGTLSNQPQHF. Result: 1 (the TCR binds to the epitope). (4) The epitope is VLAWLYAAV. The TCR CDR3 sequence is CASSLERSGELFF. Result: 1 (the TCR binds to the epitope).